This data is from Full USPTO retrosynthesis dataset with 1.9M reactions from patents (1976-2016). The task is: Predict the reactants needed to synthesize the given product. Given the product [OH:55][C:33]12[C:44]3[C:49](=[C:48]([CH:2]([CH3:3])[CH3:1])[CH:47]=[CH:46][CH:45]=3)[C:50](=[O:51])[C:32]1([NH:31][C:16]([C:15]1[CH:10]=[CH:11][N:12]=[CH:13][N:14]=1)=[O:30])[C:36]1[CH:37]=[CH:38][CH:39]=[CH:40][C:35]=1[O:34]2, predict the reactants needed to synthesize it. The reactants are: [C:1](O)(=O)[C:2]1C=CN=C[CH:3]=1.[CH3:10][CH2:11][N:12]=[C:13]=[N:14][CH2:15][CH2:16]CN(C)C.C1C=CC2N([OH:30])N=NC=2C=1.[NH2:31][C:32]12[C:50](=[O:51])[C:49]3[C:44](=[CH:45][CH:46]=[CH:47][C:48]=3[N+]([O-])=O)[C:33]1([OH:55])[O:34][C:35]1[CH:40]=[C:39](C(C)C)[CH:38]=[CH:37][C:36]=12.